From a dataset of Full USPTO retrosynthesis dataset with 1.9M reactions from patents (1976-2016). Predict the reactants needed to synthesize the given product. (1) Given the product [CH2:30]([O:32][CH:33]1[CH:38]([NH:11][C@@H:8]2[CH2:9][CH2:10][C@:6]([CH:3]([CH3:5])[CH3:4])([C:12]([N:14]3[CH2:19][CH2:18][N:17]([C:20]4[CH:25]=[CH:24][CH:23]=[C:22]([C:26]([F:28])([F:29])[F:27])[CH:21]=4)[CH2:16][CH2:15]3)=[O:13])[CH2:7]2)[CH2:37][CH2:36][O:35][CH2:34]1)[CH3:31], predict the reactants needed to synthesize it. The reactants are: Cl.Cl.[CH:3]([C@:6]1([C:12]([N:14]2[CH2:19][CH2:18][N:17]([C:20]3[CH:25]=[CH:24][CH:23]=[C:22]([C:26]([F:29])([F:28])[F:27])[CH:21]=3)[CH2:16][CH2:15]2)=[O:13])[CH2:10][CH2:9][C@@H:8]([NH2:11])[CH2:7]1)([CH3:5])[CH3:4].[CH2:30]([O:32][CH:33]1[C:38](=O)[CH2:37][CH2:36][O:35][CH2:34]1)[CH3:31].C(N(CC)CC)C.C(O[BH-](OC(=O)C)OC(=O)C)(=O)C.[Na+]. (2) Given the product [ClH:1].[Cl:1][C:2]1[C:7]([Cl:8])=[CH:6][CH:5]=[CH:4][C:3]=1[N:9]1[CH2:10][CH2:11][N:12]([CH2:15][CH2:16][CH2:17][C:18]([O:20][C:21]2[CH:30]=[C:29]3[C:24]([CH2:25][CH2:26][C:27](=[O:31])[NH:28]3)=[CH:23][CH:22]=2)=[O:19])[CH2:13][CH2:14]1, predict the reactants needed to synthesize it. The reactants are: [Cl:1][C:2]1[C:7]([Cl:8])=[CH:6][CH:5]=[CH:4][C:3]=1[N:9]1[CH2:14][CH2:13][N:12]([CH2:15][CH2:16][CH2:17][C:18]([O:20][C:21]2[CH:30]=[C:29]3[C:24]([CH2:25][CH2:26][C:27](=[O:31])[NH:28]3)=[CH:23][CH:22]=2)=[O:19])[CH2:11][CH2:10]1.Cl.COC1C=CC=CC=1N1CCN(CCCC(OC2C=C3C(CCC(=O)N3)=CC=2)=O)CC1.